This data is from Full USPTO retrosynthesis dataset with 1.9M reactions from patents (1976-2016). The task is: Predict the reactants needed to synthesize the given product. Given the product [OH:16][CH2:15][CH:14]([NH:13][C:11]([N:9]1[CH2:8][CH2:7][N:6]2[C:2](=[O:1])[O:3][C:4]([C:31]3[CH:36]=[CH:35][CH:34]=[CH:33][CH:32]=3)([C:25]3[CH:26]=[CH:27][CH:28]=[CH:29][CH:30]=3)[CH:5]2[CH2:10]1)=[O:12])[C:19]1[CH:24]=[CH:23][CH:22]=[CH:21][CH:20]=1, predict the reactants needed to synthesize it. The reactants are: [O:1]=[C:2]1[N:6]2[CH2:7][CH2:8][N:9]([C:11]([NH:13][CH:14]([C:19]3[CH:24]=[CH:23][CH:22]=[CH:21][CH:20]=3)[C:15](OC)=[O:16])=[O:12])[CH2:10][CH:5]2[C:4]([C:31]2[CH:36]=[CH:35][CH:34]=[CH:33][CH:32]=2)([C:25]2[CH:30]=[CH:29][CH:28]=[CH:27][CH:26]=2)[O:3]1.[BH4-].[Li+].O.